Dataset: Catalyst prediction with 721,799 reactions and 888 catalyst types from USPTO. Task: Predict which catalyst facilitates the given reaction. (1) Reactant: II.Br[CH2:4][CH2:5]Br.Br[C:8]1[CH:13]=[CH:12][CH:11]=[CH:10][C:9]=1[O:14][CH:15](CC)[CH2:16][CH2:17][CH3:18].Br[C:22]1[C:23](=O)[C:24]2[C:32](=[CH:33][CH:34]=1)[C:31]1[C:26](=[CH:27][C:28](Br)=[CH:29][CH:30]=1)[CH:25]=2.C1C[O:40]CC1. Product: [CH2:15]([O:14][C:9]1[CH:8]=[CH:13][C:12]([C:25]2([OH:40])[C:26]3[CH:27]=[CH:28][CH:29]=[CH:30][C:31]=3[C:32]3[C:24]2=[CH:23][CH:22]=[CH:34][CH:33]=3)=[CH:11][CH:10]=1)[CH2:16][CH2:17][CH2:18][CH2:4][CH3:5]. The catalyst class is: 11. (2) Reactant: [H-].[H-].[H-].[H-].[Li+].[Al+3].[CH2:7]([N:14]1[CH2:19][CH2:18][C:17]([C:22]2[C:23](Cl)=[N:24][CH:25]=[CH:26][CH:27]=2)([C:20]#[N:21])[CH2:16][CH2:15]1)[C:8]1[CH:13]=[CH:12][CH:11]=[CH:10][CH:9]=1. Product: [CH2:7]([N:14]1[CH2:19][CH2:18][C:17]2([C:22]3[C:23](=[N:24][CH:25]=[CH:26][CH:27]=3)[NH:21][CH2:20]2)[CH2:16][CH2:15]1)[C:8]1[CH:13]=[CH:12][CH:11]=[CH:10][CH:9]=1. The catalyst class is: 1.